The task is: Regression. Given a peptide amino acid sequence and an MHC pseudo amino acid sequence, predict their binding affinity value. This is MHC class I binding data.. This data is from Peptide-MHC class I binding affinity with 185,985 pairs from IEDB/IMGT. (1) The peptide sequence is KFRRFTQAI. The MHC is HLA-A01:01 with pseudo-sequence HLA-A01:01. The binding affinity (normalized) is 0.0847. (2) The peptide sequence is IMSMMNITR. The MHC is HLA-A03:01 with pseudo-sequence HLA-A03:01. The binding affinity (normalized) is 0.374. (3) The peptide sequence is HSNVKELVF. The MHC is Mamu-B8301 with pseudo-sequence Mamu-B8301. The binding affinity (normalized) is 0. (4) The peptide sequence is RRYQIAQYK. The MHC is HLA-A02:01 with pseudo-sequence HLA-A02:01. The binding affinity (normalized) is 0.0847. (5) The peptide sequence is FLEQGGFKA. The MHC is HLA-B07:02 with pseudo-sequence HLA-B07:02. The binding affinity (normalized) is 0.0847. (6) The peptide sequence is FASADNHPKM. The MHC is HLA-A68:02 with pseudo-sequence HLA-A68:02. The binding affinity (normalized) is 0. (7) The peptide sequence is LLNRFTMTHR. The MHC is HLA-A31:01 with pseudo-sequence HLA-A31:01. The binding affinity (normalized) is 0.748. (8) The peptide sequence is TFKIDAVRYY. The MHC is HLA-A68:01 with pseudo-sequence HLA-A68:01. The binding affinity (normalized) is 0.329. (9) The peptide sequence is LASSLLKNDI. The MHC is HLA-B57:01 with pseudo-sequence HLA-B57:01. The binding affinity (normalized) is 0.338. (10) The peptide sequence is QTSQWDDPW. The MHC is Mamu-B8701 with pseudo-sequence Mamu-B8701. The binding affinity (normalized) is 0.